From a dataset of Forward reaction prediction with 1.9M reactions from USPTO patents (1976-2016). Predict the product of the given reaction. (1) The product is: [C:1]1([CH2:7][CH2:8][C:9]([NH:21][C:22]2[NH:26][C:25]3[CH:27]=[CH:28][C:29]([O:31][S:32]([C:35]4[CH:36]=[CH:37][C:38]([NH:41][CH:42]5[CH2:46][CH2:45][CH2:44][CH2:43]5)=[CH:39][CH:40]=4)(=[O:33])=[O:34])=[CH:30][C:24]=3[N:23]=2)=[O:11])[CH:2]=[CH:3][CH:4]=[CH:5][CH:6]=1. Given the reactants [C:1]1([CH2:7][CH2:8][C:9]([OH:11])=O)[CH:6]=[CH:5][CH:4]=[CH:3][CH:2]=1.C(N(C(C)C)CC)(C)C.[NH2:21][C:22]1[NH:23][C:24]2[CH:30]=[C:29]([O:31][S:32]([C:35]3[CH:40]=[CH:39][C:38]([NH:41][CH:42]4[CH2:46][CH2:45][CH2:44][CH2:43]4)=[CH:37][CH:36]=3)(=[O:34])=[O:33])[CH:28]=[CH:27][C:25]=2[N:26]=1, predict the reaction product. (2) Given the reactants [CH3:1][O:2][C:3](=[O:30])[CH:4]([NH:13][C:14]([O:16][CH2:17][CH2:18][O:19][CH2:20][CH2:21][O:22][CH2:23][CH2:24]OCCOC)=[O:15])[CH2:5][C:6]1[CH:11]=[CH:10][C:9]([OH:12])=[CH:8][CH:7]=1.[CH2:31](OCCOCCO)[CH2:32][CH2:33][CH2:34][CH2:35][CH2:36][CH2:37][CH2:38][CH2:39][CH2:40]CC.C(N(CC)CC)C, predict the reaction product. The product is: [CH3:1][O:2][C:3](=[O:30])[CH:4]([NH:13][C:14]([O:16][CH2:17][CH2:18][O:19][CH2:20][CH2:21][O:22][CH2:23][CH2:24][CH2:31][CH2:32][CH2:33][CH2:34][CH2:35][CH2:36][CH2:37][CH2:38][CH2:39][CH3:40])=[O:15])[CH2:5][C:6]1[CH:7]=[CH:8][C:9]([OH:12])=[CH:10][CH:11]=1. (3) Given the reactants [OH:1][C:2]1[CH:3]=[CH:4][CH:5]=[C:6]2[C:11]=1[N:10]=[C:9]([CH:12]=[O:13])[CH:8]=[CH:7]2.N1C=CN=C1.[C:19]([Si:23](Cl)([CH3:25])[CH3:24])([CH3:22])([CH3:21])[CH3:20], predict the reaction product. The product is: [Si:23]([O:1][C:2]1[CH:3]=[CH:4][CH:5]=[C:6]2[C:11]=1[N:10]=[C:9]([CH:12]=[O:13])[CH:8]=[CH:7]2)([C:19]([CH3:22])([CH3:21])[CH3:20])([CH3:25])[CH3:24]. (4) Given the reactants [C:1]([O:5][C:6]([N:8]1[CH2:13][CH2:12][C:11]([CH3:17])([C:14]([OH:16])=O)[CH2:10][CH2:9]1)=[O:7])([CH3:4])([CH3:3])[CH3:2].N1C=CC=CC=1.C(Cl)(=O)C(Cl)=O.[O:30]1[C:34]([C:35]2[CH:36]=[C:37]([CH:39]=[CH:40][CH:41]=2)[NH2:38])=[CH:33][N:32]=[CH:31]1, predict the reaction product. The product is: [CH3:17][C:11]1([C:14](=[O:16])[NH:38][C:37]2[CH:39]=[CH:40][CH:41]=[C:35]([C:34]3[O:30][CH:31]=[N:32][CH:33]=3)[CH:36]=2)[CH2:10][CH2:9][N:8]([C:6]([O:5][C:1]([CH3:2])([CH3:3])[CH3:4])=[O:7])[CH2:13][CH2:12]1. (5) Given the reactants [Cl:1][C:2]1[C:3]([N:8]2[C:12]([C:13]([O:15][CH3:16])=[O:14])=[CH:11][C:10]([CH:17]=[O:18])=[N:9]2)=[N:4][CH:5]=[CH:6][CH:7]=1.[I-].[CH3:20][S+](C)C.CC([O-])(C)C.[K+].O, predict the reaction product. The product is: [Cl:1][C:2]1[C:3]([N:8]2[C:12]([C:13]([O:15][CH3:16])=[O:14])=[CH:11][C:10]([CH:17]3[CH2:20][O:18]3)=[N:9]2)=[N:4][CH:5]=[CH:6][CH:7]=1. (6) Given the reactants [Cl:1][C:2]1[N:7]=[C:6](S(C)=O)[N:5]=[C:4]2[N:11]([C:16]3[C:21]([F:22])=[CH:20][CH:19]=[CH:18][C:17]=3[F:23])[C:12](=[O:15])[NH:13][CH2:14][C:3]=12.[CH3:24][N:25]([CH3:29])[CH2:26][CH2:27][NH2:28].C(N(CC)CC)C, predict the reaction product. The product is: [Cl:1][C:2]1[N:7]=[C:6]([NH:28][CH2:27][CH2:26][N:25]([CH3:29])[CH3:24])[N:5]=[C:4]2[N:11]([C:16]3[C:21]([F:22])=[CH:20][CH:19]=[CH:18][C:17]=3[F:23])[C:12](=[O:15])[NH:13][CH2:14][C:3]=12. (7) Given the reactants [NH2:1][C:2]1[C:3]([NH:10][C@@H:11]2[CH2:16][CH2:15][C@H:14]([C:17]([NH:19][CH:20]([CH3:22])[CH3:21])=[O:18])[CH2:13][CH2:12]2)=[CH:4][C:5]([O:8][CH3:9])=[N:6][CH:7]=1.[F:23][C:24]1[CH:34]=[CH:33][C:27]([C:28]([N:30]=[C:31]=S)=[O:29])=[CH:26][CH:25]=1.C(Cl)CCl.CCN(C(C)C)C(C)C, predict the reaction product. The product is: [F:23][C:24]1[CH:25]=[CH:26][C:27]([C:28](/[N:30]=[C:31]2/[N:10]([C@H:11]3[CH2:12][CH2:13][C@@H:14]([C:17](=[O:18])[NH:19][CH:20]([CH3:22])[CH3:21])[CH2:15][CH2:16]3)[C:3]3[CH:4]=[C:5]([O:8][CH3:9])[N:6]=[CH:7][C:2]=3[NH:1]/2)=[O:29])=[CH:33][CH:34]=1. (8) Given the reactants Cl[C:2]1[CH:7]=[C:6]([N:8]2[CH2:13][CH2:12][O:11][CH2:10][CH2:9]2)[N:5]2[N:14]=[CH:15][CH:16]=[C:4]2[N:3]=1.[CH3:17][C:18]1[N:23]=[CH:22][C:21]([NH2:24])=[CH:20][C:19]=1B1OC(C)(C)C(C)(C)O1.C(=O)([O-])[O-].[Na+].[Na+].CO, predict the reaction product. The product is: [CH3:17][C:18]1[N:23]=[CH:22][C:21]([NH2:24])=[CH:20][C:19]=1[C:2]1[CH:7]=[C:6]([N:8]2[CH2:13][CH2:12][O:11][CH2:10][CH2:9]2)[N:5]2[N:14]=[CH:15][CH:16]=[C:4]2[N:3]=1. (9) Given the reactants [Cl:1][C:2]1[CH:11]=[CH:10][C:5]([C:6]([O:8]C)=[O:7])=[C:4]([NH:12][C:13]([C:15]2[S:16][CH:17]=[CH:18][C:19]=2[Cl:20])=[O:14])[CH:3]=1.[OH-].[Na+], predict the reaction product. The product is: [Cl:1][C:2]1[CH:11]=[CH:10][C:5]([C:6]([OH:8])=[O:7])=[C:4]([NH:12][C:13]([C:15]2[S:16][CH:17]=[CH:18][C:19]=2[Cl:20])=[O:14])[CH:3]=1.